This data is from Forward reaction prediction with 1.9M reactions from USPTO patents (1976-2016). The task is: Predict the product of the given reaction. Given the reactants C(NC(C1SC(N2C=C(C(OCC)=O)N=N2)=NC=1C)=O)C1C=CC=CC=1.[CH2:27]([NH:34][C:35]([C:37]1[S:41][C:40]([N:42]2[C:46]([CH3:47])=[C:45]([C:48]([O:50]CC)=[O:49])[N:44]=[N:43]2)=[N:39][C:38]=1[CH3:53])=[O:36])[C:28]1[CH:33]=[CH:32][CH:31]=[CH:30][CH:29]=1, predict the reaction product. The product is: [CH2:27]([NH:34][C:35]([C:37]1[S:41][C:40]([N:42]2[C:46]([CH3:47])=[C:45]([C:48]([OH:50])=[O:49])[N:44]=[N:43]2)=[N:39][C:38]=1[CH3:53])=[O:36])[C:28]1[CH:29]=[CH:30][CH:31]=[CH:32][CH:33]=1.